From a dataset of Reaction yield outcomes from USPTO patents with 853,638 reactions. Predict the reaction yield, written as a fraction of the theoretical maximum amount of product (1.0 means a 100% yield; for example, 0.34 means a 34% yield). The reactants are C(OC([NH:8][NH:9][C:10]([CH:12]1[CH2:17][CH2:16][CH2:15][N:14]([C:18](=[O:26])[C:19]2[CH:24]=[CH:23][C:22]([F:25])=[CH:21][CH:20]=2)[CH2:13]1)=[O:11])=O)(C)(C)C.[ClH:27]. No catalyst specified. The product is [ClH:27].[F:25][C:22]1[CH:23]=[CH:24][C:19]([C:18]([N:14]2[CH2:15][CH2:16][CH2:17][CH:12]([C:10]([NH:9][NH2:8])=[O:11])[CH2:13]2)=[O:26])=[CH:20][CH:21]=1. The yield is 1.00.